This data is from Full USPTO retrosynthesis dataset with 1.9M reactions from patents (1976-2016). The task is: Predict the reactants needed to synthesize the given product. (1) Given the product [F:1][C:2]1[CH:7]=[C:6]([CH3:8])[CH:5]=[CH:4][C:3]=1[NH:9][C:10]1[C:19]2[C:14](=[CH:15][C:16]([O:26][CH3:27])=[C:17]([N:20]3[CH2:21][CH2:22][N:23]([CH2:32][CH2:33][S:34]([CH3:37])(=[O:36])=[O:35])[CH2:24][CH2:25]3)[CH:18]=2)[N:13]=[N:12][C:11]=1[C:28]([NH2:30])=[O:29], predict the reactants needed to synthesize it. The reactants are: [F:1][C:2]1[CH:7]=[C:6]([CH3:8])[CH:5]=[CH:4][C:3]=1[NH:9][C:10]1[C:19]2[C:14](=[CH:15][C:16]([O:26][CH3:27])=[C:17]([N:20]3[CH2:25][CH2:24][NH:23][CH2:22][CH2:21]3)[CH:18]=2)[N:13]=[N:12][C:11]=1[C:28]([NH2:30])=[O:29].Br[CH2:32][CH2:33][S:34]([CH3:37])(=[O:36])=[O:35].C(N(CC)C(C)C)(C)C.O. (2) Given the product [ClH:39].[NH2:30][C:4]1([C:6]2[O:10][N:9]=[C:8]([C:11]3[CH:16]=[CH:15][C:14]([CH3:17])=[C:13]([NH:18][C:19]([C:21]4[N:25]5[CH:26]=[CH:27][CH:28]=[CH:29][C:24]5=[N:23][CH:22]=4)=[O:20])[CH:12]=3)[N:7]=2)[CH2:5][C:2]([F:38])([F:1])[CH2:3]1, predict the reactants needed to synthesize it. The reactants are: [F:1][C:2]1([F:38])[CH2:5][C:4]([NH:30]C(=O)OC(C)(C)C)([C:6]2[O:10][N:9]=[C:8]([C:11]3[CH:16]=[CH:15][C:14]([CH3:17])=[C:13]([NH:18][C:19]([C:21]4[N:25]5[CH:26]=[CH:27][CH:28]=[CH:29][C:24]5=[N:23][CH:22]=4)=[O:20])[CH:12]=3)[N:7]=2)[CH2:3]1.[ClH:39].